Dataset: Forward reaction prediction with 1.9M reactions from USPTO patents (1976-2016). Task: Predict the product of the given reaction. Given the reactants [CH:1]1[C:10]2[C:5](=[CH:6][CH:7]=[CH:8][CH:9]=2)[CH:4]=[CH:3][C:2]=1[CH2:11][N:12]1[C:19]2[N:15]([N:16]=[CH:17][C:18]=2C=CC(O)=O)[CH:14]=[CH:13]1.CNCC(O)C1C=C[C:32]([OH:35])=C(OC)C=1.[OH-].[Na+], predict the reaction product. The product is: [CH:1]1[C:10]2[C:5](=[CH:6][CH:7]=[CH:8][CH:9]=2)[CH:4]=[CH:3][C:2]=1[CH2:11][N:12]1[C:19]2[N:15]([N:16]=[CH:17][C:18]=2[CH2:32][OH:35])[CH:14]=[CH:13]1.